Dataset: Forward reaction prediction with 1.9M reactions from USPTO patents (1976-2016). Task: Predict the product of the given reaction. (1) Given the reactants [Br:1][CH2:2][C:3]([C:5]1[S:6][CH:7]=[CH:8][N:9]=1)=[O:4].[CH3:10][O:11][C:12]1[N:17]=[CH:16][C:15]([CH:18]([NH:30][C:31]2[CH:32]=[C:33]([CH:39]=[CH:40][CH:41]=2)[C:34]([O:36][CH2:37][CH3:38])=[O:35])[C:19](=[O:29])[O:20][C@@H:21]2[CH:26]3[CH2:27][CH2:28][N:23]([CH2:24][CH2:25]3)[CH2:22]2)=[CH:14][CH:13]=1, predict the reaction product. The product is: [Br-:1].[CH2:37]([O:36][C:34]([C:33]1[CH:32]=[C:31]([NH:30][CH:18]([C:15]2[CH:16]=[N:17][C:12]([O:11][CH3:10])=[CH:13][CH:14]=2)[C:19]([O:20][C@@H:21]2[CH:26]3[CH2:27][CH2:28][N+:23]([CH2:2][C:3](=[O:4])[C:5]4[S:6][CH:7]=[CH:8][N:9]=4)([CH2:24][CH2:25]3)[CH2:22]2)=[O:29])[CH:41]=[CH:40][CH:39]=1)=[O:35])[CH3:38]. (2) Given the reactants C(OC([N:6]1[CH2:11][CH2:10][CH:9]([NH:12][C:13]2[N:18]=[C:17]([O:19]C)[CH:16]=[CH:15][N:14]=2)[CH2:8][CH2:7]1)=O)C.[ClH:21], predict the reaction product. The product is: [ClH:21].[ClH:21].[NH:6]1[CH2:7][CH2:8][CH:9]([NH:12][C:13]2[N:18]=[C:17]([OH:19])[CH:16]=[CH:15][N:14]=2)[CH2:10][CH2:11]1. (3) Given the reactants [Br:1][C:2]1[CH:10]=[CH:9][C:5]([C:6](O)=[O:7])=[C:4]([N+:11]([O-:13])=[O:12])[CH:3]=1.B, predict the reaction product. The product is: [Br:1][C:2]1[CH:10]=[CH:9][C:5]([CH2:6][OH:7])=[C:4]([N+:11]([O-:13])=[O:12])[CH:3]=1. (4) Given the reactants C([O:8][C:9]1[CH:10]=[C:11]([C:17]2[O:18][CH:19]=[C:20](/[CH:22]=[CH:23]/[C:24]([C:26]3[CH:31]=[CH:30][CH:29]=[CH:28][C:27]=3[O:32][CH2:33][CH2:34][CH3:35])=[O:25])[N:21]=2)[CH:12]=[CH:13][C:14]=1[O:15][CH3:16])C1C=CC=CC=1, predict the reaction product. The product is: [OH:8][C:9]1[CH:10]=[C:11]([C:17]2[O:18][CH:19]=[C:20]([CH2:22][CH2:23][C:24]([C:26]3[CH:31]=[CH:30][CH:29]=[CH:28][C:27]=3[O:32][CH2:33][CH2:34][CH3:35])=[O:25])[N:21]=2)[CH:12]=[CH:13][C:14]=1[O:15][CH3:16].